Predict the product of the given reaction. From a dataset of Forward reaction prediction with 1.9M reactions from USPTO patents (1976-2016). (1) Given the reactants [F:1][C:2]([F:51])([F:50])[C:3]1[CH:4]=[C:5]([CH:43]=[C:44]([C:46]([F:49])([F:48])[F:47])[CH:45]=1)[CH2:6][N:7]([CH2:23][C:24]1[CH:29]=[C:28]([C:30]([F:33])([F:32])[F:31])[CH:27]=[CH:26][C:25]=1B1OC(C)(C)C(C)(C)O1)[C:8]1[N:13]=[CH:12][C:11]([O:14][CH2:15][CH2:16][CH2:17][C:18]([O:20][CH2:21][CH3:22])=[O:19])=[CH:10][N:9]=1.Br[C:53]1[CH:58]=[C:57]([CH3:59])[CH:56]=[CH:55][N:54]=1.C(=O)([O-])[O-].[Cs+].[Cs+].C(OCC)(=O)C, predict the reaction product. The product is: [F:49][C:46]([F:47])([F:48])[C:44]1[CH:43]=[C:5]([CH:4]=[C:3]([C:2]([F:1])([F:50])[F:51])[CH:45]=1)[CH2:6][N:7]([CH2:23][C:24]1[CH:29]=[C:28]([C:30]([F:33])([F:32])[F:31])[CH:27]=[CH:26][C:25]=1[C:53]1[CH:58]=[C:57]([CH3:59])[CH:56]=[CH:55][N:54]=1)[C:8]1[N:9]=[CH:10][C:11]([O:14][CH2:15][CH2:16][CH2:17][C:18]([O:20][CH2:21][CH3:22])=[O:19])=[CH:12][N:13]=1. (2) Given the reactants [N:1]1([C:7]2[CH:8]=[CH:9][C:10]3[N:11]([C:13]([C:16]([F:19])([F:18])[F:17])=[N:14][N:15]=3)[N:12]=2)[CH2:6][CH2:5][NH:4][CH2:3][CH2:2]1.[CH3:20][CH:21]([C:23]1[CH:30]=[CH:29][C:26]([CH:27]=O)=[CH:25][CH:24]=1)[CH3:22], predict the reaction product. The product is: [CH3:20][CH:21]([C:23]1[CH:30]=[CH:29][C:26]([CH2:27][N:4]2[CH2:3][CH2:2][N:1]([C:7]3[CH:8]=[CH:9][C:10]4[N:11]([C:13]([C:16]([F:17])([F:18])[F:19])=[N:14][N:15]=4)[N:12]=3)[CH2:6][CH2:5]2)=[CH:25][CH:24]=1)[CH3:22]. (3) Given the reactants O[C:2]1[CH:7]=[CH:6][C:5]([CH3:8])=[CH:4][C:3]=1[NH:9][C:10](=[O:21])[C:11]1[CH:16]=[C:15]([N+:17]([O-:19])=[O:18])[CH:14]=[CH:13][C:12]=1[F:20].O.C1(C)C=CC(S(O)(=O)=O)=CC=1, predict the reaction product. The product is: [N+:17]([C:15]1[CH:16]=[C:11]([C:10]2[O:21][C:2]3[CH:7]=[CH:6][C:5]([CH3:8])=[CH:4][C:3]=3[N:9]=2)[C:12]([F:20])=[CH:13][CH:14]=1)([O-:19])=[O:18]. (4) Given the reactants [O:1]=[C:2]1[N:6]([C:7]([O:9][C:10]([CH3:13])([CH3:12])[CH3:11])=[O:8])[C@H:5]([C:14]([O:16][CH3:17])=[O:15])[CH2:4][CH2:3]1.C[Si]([N-][Si](C)(C)C)(C)C.[Li+].I[CH2:29][CH:30]=[CH2:31], predict the reaction product. The product is: [CH2:31]([C@@H:3]1[C:2](=[O:1])[N:6]([C:7]([O:9][C:10]([CH3:13])([CH3:12])[CH3:11])=[O:8])[C@H:5]([C:14]([O:16][CH3:17])=[O:15])[CH2:4]1)[CH:30]=[CH2:29]. (5) The product is: [CH3:24][O:25][C:26]1[CH:31]=[C:30]([C:4]([C:6]2[CH:7]=[CH:8][C:9]3[O:13][C:12]([CH2:14][CH2:15][N:16]4[CH2:20][CH2:19][CH2:18][C@H:17]4[CH3:21])=[CH:11][C:10]=3[CH:22]=2)=[O:5])[CH:29]=[CH:28][CH:27]=1. Given the reactants CON(C)[C:4]([C:6]1[CH:7]=[CH:8][C:9]2[O:13][C:12]([CH2:14][CH2:15][N:16]3[CH2:20][CH2:19][CH2:18][C@H:17]3[CH3:21])=[CH:11][C:10]=2[CH:22]=1)=[O:5].[CH3:24][O:25][C:26]1[CH:27]=[C:28]([Mg]Br)[CH:29]=[CH:30][CH:31]=1, predict the reaction product. (6) Given the reactants [Cl:1][C:2]1[N:11]=[C:10](Cl)[C:9]2[CH2:8][CH2:7][CH2:6][CH2:5][C:4]=2[N:3]=1.[NH2:13][C:14]1[CH:18]=[C:17]([CH:19]2[CH2:21][CH2:20]2)[NH:16][N:15]=1.C(N(CC)CC)C.[I-].[Na+], predict the reaction product. The product is: [Cl:1][C:2]1[N:11]=[C:10]([NH:13][C:14]2[NH:15][N:16]=[C:17]([CH:19]3[CH2:21][CH2:20]3)[CH:18]=2)[C:9]2[CH2:8][CH2:7][CH2:6][CH2:5][C:4]=2[N:3]=1.